This data is from Catalyst prediction with 721,799 reactions and 888 catalyst types from USPTO. The task is: Predict which catalyst facilitates the given reaction. (1) Reactant: [CH2:1]=[CH:2][CH2:3][CH2:4][CH2:5][CH2:6][CH3:7].[C:8]1(C)[CH:13]=[CH:12]C=[C:10]([CH:14]=[CH:15][CH2:16][CH3:17])[CH:9]=1. Product: [C:2]1([CH3:1])[CH:7]=[CH:6][CH:5]=[CH:4][C:3]=1[CH2:12][CH2:13][CH:8]=[CH:9][CH2:10][CH2:14][CH2:15][CH2:16][CH3:17]. The catalyst class is: 4. (2) Reactant: C([O:3][C:4](=[O:33])[CH2:5][CH:6]([N:10]1[C:18]2[C:13](=[CH:14][C:15]([NH:19][C:20](=[O:32])[CH2:21][C:22]3[CH:31]=[CH:30][C:29]4[CH2:28][CH2:27][CH2:26][NH:25][C:24]=4[N:23]=3)=[CH:16][CH:17]=2)[CH:12]=[CH:11]1)[CH2:7][CH2:8][CH3:9])C.[OH-].[Na+]. Product: [N:23]1[C:24]2[NH:25][CH2:26][CH2:27][CH2:28][C:29]=2[CH:30]=[CH:31][C:22]=1[CH2:21][C:20]([NH:19][C:15]1[CH:14]=[C:13]2[C:18](=[CH:17][CH:16]=1)[N:10]([CH:6]([CH2:7][CH2:8][CH3:9])[CH2:5][C:4]([OH:33])=[O:3])[CH:11]=[CH:12]2)=[O:32]. The catalyst class is: 6. (3) Reactant: [NH2:1][CH:2]1[CH2:7][CH2:6][N:5]([C:8]([O:10][C:11]([CH3:14])([CH3:13])[CH3:12])=[O:9])[CH2:4][CH2:3]1.C[Al](C)C.[Br:19][C:20]1[N:25]=[CH:24][C:23]([O:26][C@H:27]2[CH2:31][CH2:30][O:29][C:28]2=[O:32])=[CH:22][CH:21]=1. Product: [Br:19][C:20]1[N:25]=[CH:24][C:23]([O:26][C@@H:27]([CH2:31][CH2:30][OH:29])[C:28]([NH:1][CH:2]2[CH2:3][CH2:4][N:5]([C:8]([O:10][C:11]([CH3:14])([CH3:13])[CH3:12])=[O:9])[CH2:6][CH2:7]2)=[O:32])=[CH:22][CH:21]=1. The catalyst class is: 390. (4) Product: [CH3:13][O:12][C:8]1[CH:7]=[C:5]([N:6]=[N+:19]=[N-:20])[CH:4]=[C:3]([O:2][CH3:1])[C:9]=1[O:10][CH3:11]. The catalyst class is: 229. Reactant: [CH3:1][O:2][C:3]1[CH:4]=[C:5]([CH:7]=[C:8]([O:12][CH3:13])[C:9]=1[O:10][CH3:11])[NH2:6].Cl.N([O-])=O.[Na+].[N-:19]=[N+:20]=[N-].[Na+]. (5) Reactant: [NH2:1][N:2]1[CH:6]=[CH:5][N:4]=[C:3]1[C:7]([O:9]CC)=O.C(O)(=O)C.[CH:16](N)=[NH:17]. Product: [N:1]1[N:2]2[CH:6]=[CH:5][N:4]=[C:3]2[C:7](=[O:9])[NH:17][CH:16]=1. The catalyst class is: 14.